This data is from CYP1A2 inhibition data for predicting drug metabolism from PubChem BioAssay. The task is: Regression/Classification. Given a drug SMILES string, predict its absorption, distribution, metabolism, or excretion properties. Task type varies by dataset: regression for continuous measurements (e.g., permeability, clearance, half-life) or binary classification for categorical outcomes (e.g., BBB penetration, CYP inhibition). Dataset: cyp1a2_veith. (1) The molecule is CC(=O)N1CCC[C@@]2(CCN(c3ccccc3)C2)C1. The result is 0 (non-inhibitor). (2) The compound is COc1ccc(C(=O)NCC(=O)OCc2cccc(Br)c2)cc1. The result is 1 (inhibitor).